Dataset: Full USPTO retrosynthesis dataset with 1.9M reactions from patents (1976-2016). Task: Predict the reactants needed to synthesize the given product. Given the product [CH3:32][O:31][C:30]1[C:25]([C:16]2[CH:17]=[CH:18][C:19]([C:21]([F:24])([F:23])[F:22])=[CH:20][C:15]=2[CH2:13][NH:6][CH2:5][C:4]([O:3][CH3:2])=[O:7])=[CH:26][C:27]([CH2:33][C:34]([OH:36])=[O:35])=[CH:28][CH:29]=1, predict the reactants needed to synthesize it. The reactants are: Cl.[CH3:2][O:3][C:4](=[O:7])[CH2:5][NH2:6].C([O-])(=O)C.[Na+].[CH:13]([C:15]1[CH:20]=[C:19]([C:21]([F:24])([F:23])[F:22])[CH:18]=[CH:17][C:16]=1[C:25]1[C:30]([O:31][CH3:32])=[CH:29][CH:28]=[C:27]([CH2:33][C:34]([OH:36])=[O:35])[CH:26]=1)=O.C([BH3-])#N.[Na+].